Dataset: NCI-60 drug combinations with 297,098 pairs across 59 cell lines. Task: Regression. Given two drug SMILES strings and cell line genomic features, predict the synergy score measuring deviation from expected non-interaction effect. (1) Drug 1: C1=NC2=C(N1)C(=S)N=C(N2)N. Drug 2: CC1C(C(CC(O1)OC2CC(CC3=C2C(=C4C(=C3O)C(=O)C5=C(C4=O)C(=CC=C5)OC)O)(C(=O)CO)O)N)O.Cl. Cell line: CAKI-1. Synergy scores: CSS=39.4, Synergy_ZIP=-8.73, Synergy_Bliss=-9.01, Synergy_Loewe=-5.78, Synergy_HSA=-3.92. (2) Drug 1: C1=CC(=C2C(=C1NCCNCCO)C(=O)C3=C(C=CC(=C3C2=O)O)O)NCCNCCO. Drug 2: CC1=C(N=C(N=C1N)C(CC(=O)N)NCC(C(=O)N)N)C(=O)NC(C(C2=CN=CN2)OC3C(C(C(C(O3)CO)O)O)OC4C(C(C(C(O4)CO)O)OC(=O)N)O)C(=O)NC(C)C(C(C)C(=O)NC(C(C)O)C(=O)NCCC5=NC(=CS5)C6=NC(=CS6)C(=O)NCCC[S+](C)C)O. Cell line: CCRF-CEM. Synergy scores: CSS=62.0, Synergy_ZIP=4.58, Synergy_Bliss=4.43, Synergy_Loewe=-10.2, Synergy_HSA=4.19. (3) Drug 1: C1=CN(C=N1)CC(O)(P(=O)(O)O)P(=O)(O)O. Drug 2: CN(CCCl)CCCl.Cl. Cell line: UO-31. Synergy scores: CSS=0.365, Synergy_ZIP=14.4, Synergy_Bliss=17.9, Synergy_Loewe=-5.42, Synergy_HSA=-1.76. (4) Drug 1: CCC1=CC2CC(C3=C(CN(C2)C1)C4=CC=CC=C4N3)(C5=C(C=C6C(=C5)C78CCN9C7C(C=CC9)(C(C(C8N6C)(C(=O)OC)O)OC(=O)C)CC)OC)C(=O)OC.C(C(C(=O)O)O)(C(=O)O)O. Drug 2: C1=CN(C=N1)CC(O)(P(=O)(O)O)P(=O)(O)O. Cell line: 786-0. Synergy scores: CSS=34.5, Synergy_ZIP=-12.6, Synergy_Bliss=-18.1, Synergy_Loewe=-17.1, Synergy_HSA=-14.5.